This data is from Peptide-MHC class I binding affinity with 185,985 pairs from IEDB/IMGT. The task is: Regression. Given a peptide amino acid sequence and an MHC pseudo amino acid sequence, predict their binding affinity value. This is MHC class I binding data. The peptide sequence is GYMFESKSMK. The MHC is HLA-A03:01 with pseudo-sequence HLA-A03:01. The binding affinity (normalized) is 0.613.